Dataset: Full USPTO retrosynthesis dataset with 1.9M reactions from patents (1976-2016). Task: Predict the reactants needed to synthesize the given product. (1) Given the product [NH2:8][C:6]1[C:5]([F:16])=[CH:4][C:3]([OH:17])=[C:2]([F:1])[CH:7]=1, predict the reactants needed to synthesize it. The reactants are: [F:1][C:2]1[CH:7]=[C:6]([N:8]=NC2C=CC=CC=2)[C:5]([F:16])=[CH:4][C:3]=1[OH:17]. (2) Given the product [NH2:32][C:33]([N:1]1[CH2:2][CH2:3][CH:4]([NH:7][C:8](=[O:14])[O:9][C:10]([CH3:11])([CH3:13])[CH3:12])[CH2:5][CH2:6]1)=[S:34], predict the reactants needed to synthesize it. The reactants are: [NH:1]1[CH2:6][CH2:5][CH:4]([NH:7][C:8](=[O:14])[O:9][C:10]([CH3:13])([CH3:12])[CH3:11])[CH2:3][CH2:2]1.C([N:32]=[C:33]=[S:34])(OCC1C2C(=CC=CC=2)C2C1=CC=CC=2)=O. (3) Given the product [NH2:15][C:11]1[C:10]2[N:16]=[C:17]([CH2:26][CH3:27])[N:18]([CH2:19][CH:20]3[CH2:21][CH2:22][O:23][CH2:24][CH2:25]3)[C:9]=2[C:8]2[CH:7]=[CH:6][C:5]([CH2:4][CH2:3][CH2:2][NH:1][S:36]([CH3:35])(=[O:38])=[O:37])=[CH:14][C:13]=2[N:12]=1, predict the reactants needed to synthesize it. The reactants are: [NH2:1][CH2:2][CH2:3][CH2:4][C:5]1[CH:6]=[CH:7][C:8]2[C:9]3[N:18]([CH2:19][CH:20]4[CH2:25][CH2:24][O:23][CH2:22][CH2:21]4)[C:17]([CH2:26][CH3:27])=[N:16][C:10]=3[C:11]([NH2:15])=[N:12][C:13]=2[CH:14]=1.C(N(CC)CC)C.[CH3:35][S:36](O[S:36]([CH3:35])(=[O:38])=[O:37])(=[O:38])=[O:37].C(=O)([O-])[O-].[Na+].[Na+]. (4) Given the product [Cl:8][C:5]1[S:4]/[C:3](=[N:2]\[C:49]([C:41]23[CH2:42][CH:43]4[CH2:44][CH:45]([CH2:46][C:39]([OH:38])([CH2:48]4)[CH2:40]2)[CH2:47]3)=[O:50])/[NH:7][CH:6]=1, predict the reactants needed to synthesize it. The reactants are: Cl.[NH2:2][C:3]1[S:4][C:5]([Cl:8])=[CH:6][N:7]=1.CCN=C=NCCCN(C)C.Cl.ON1C2C=CC=CC=2N=N1.C(N(CC)CC)C.[OH:38][C:39]12[CH2:48][CH:43]3[CH2:44][CH:45]([CH2:47][C:41]([C:49](O)=[O:50])([CH2:42]3)[CH2:40]1)[CH2:46]2.